This data is from Catalyst prediction with 721,799 reactions and 888 catalyst types from USPTO. The task is: Predict which catalyst facilitates the given reaction. (1) Reactant: [F:1][C:2]1[CH:12]=[CH:11][CH:10]=[C:9]([F:13])[C:3]=1[C:4]([N:6]=[C:7]=[O:8])=[O:5].[Cl:14][C:15]1[CH:16]=[C:17]([CH:20]=[C:21]([Cl:30])[C:22]=1[S:23][C:24]([F:29])([F:28])[CH:25]([F:27])[F:26])[NH:18][CH3:19].CCCCCC. Product: [Cl:14][C:15]1[CH:16]=[C:17]([N:18]([CH3:19])[C:7]([NH:6][C:4](=[O:5])[C:3]2[C:2]([F:1])=[CH:12][CH:11]=[CH:10][C:9]=2[F:13])=[O:8])[CH:20]=[C:21]([Cl:30])[C:22]=1[S:23][C:24]([F:28])([F:29])[CH:25]([F:26])[F:27]. The catalyst class is: 27. (2) Reactant: Cl[C:2]1[C:11]2[C:6](=[CH:7][C:8]([C:12]3[CH:13]=[C:14]([CH:18]=[CH:19][C:20]=3[CH3:21])[C:15]([NH2:17])=[O:16])=[CH:9][CH:10]=2)[CH:5]=[N:4][N:3]=1.CN[C@@H]1CCCC[C@H]1NC.C(=O)([O-])[O-].[Cs+].[Cs+].[NH:38]1[CH2:42][CH2:41][CH2:40][C:39]1=[O:43]. Product: [CH3:21][C:20]1[CH:19]=[CH:18][C:14]([C:15]([NH2:17])=[O:16])=[CH:13][C:12]=1[C:8]1[CH:7]=[C:6]2[C:11](=[CH:10][CH:9]=1)[C:2]([N:38]1[CH2:42][CH2:41][CH2:40][C:39]1=[O:43])=[N:3][N:4]=[CH:5]2. The catalyst class is: 122. (3) The catalyst class is: 143. Reactant: [N:1]#[C:2]Br.[F:4][C:5]1[C:6]([C:23]2[CH:28]=[CH:27][C:26]([F:29])=[CH:25][C:24]=2[O:30][CH3:31])=[CH:7][C:8]([NH:11][C:12]2[CH:17]=[C:16]([CH2:18][S:19]([CH3:22])(=[NH:21])=[O:20])[CH:15]=[CH:14][N:13]=2)=[N:9][CH:10]=1. Product: [F:4][C:5]1[C:6]([C:23]2[CH:28]=[CH:27][C:26]([F:29])=[CH:25][C:24]=2[O:30][CH3:31])=[CH:7][C:8]([NH:11][C:12]2[CH:17]=[C:16]([CH2:18][S:19](=[N:21][C:2]#[N:1])([CH3:22])=[O:20])[CH:15]=[CH:14][N:13]=2)=[N:9][CH:10]=1. (4) Reactant: [CH2:1]([N:8]1[CH2:12][CH2:11][CH:10]([C:13]2[CH:18]=[CH:17][C:16]([NH2:19])=[C:15]([O:20][CH3:21])[CH:14]=2)[CH2:9]1)[C:2]1[CH:7]=[CH:6][CH:5]=[CH:4][CH:3]=1.[CH:22]([C:25]1[CH:30]=[CH:29][C:28]([S:31](Cl)(=[O:33])=[O:32])=[CH:27][CH:26]=1)([CH3:24])[CH3:23].C(N(CC)CC)C. Product: [CH2:1]([N:8]1[CH2:12][CH2:11][CH:10]([C:13]2[CH:18]=[CH:17][C:16]([NH:19][S:31]([C:28]3[CH:29]=[CH:30][C:25]([CH:22]([CH3:24])[CH3:23])=[CH:26][CH:27]=3)(=[O:33])=[O:32])=[C:15]([O:20][CH3:21])[CH:14]=2)[CH2:9]1)[C:2]1[CH:3]=[CH:4][CH:5]=[CH:6][CH:7]=1. The catalyst class is: 7. (5) Reactant: C[O:2][C:3](=[O:34])[CH2:4][CH2:5][C:6]1[CH:11]=[CH:10][C:9]([O:12][CH2:13][CH2:14][C:15]2[N:16]=[C:17]([C:21]3[CH:26]=[CH:25][C:24]([C:27]4[CH:32]=[CH:31][CH:30]=[CH:29][N:28]=4)=[CH:23][CH:22]=3)[O:18][C:19]=2[CH3:20])=[CH:8][C:7]=1[CH3:33].[OH-].[Na+].Cl. Product: [CH3:33][C:7]1[CH:8]=[C:9]([O:12][CH2:13][CH2:14][C:15]2[N:16]=[C:17]([C:21]3[CH:26]=[CH:25][C:24]([C:27]4[CH:32]=[CH:31][CH:30]=[CH:29][N:28]=4)=[CH:23][CH:22]=3)[O:18][C:19]=2[CH3:20])[CH:10]=[CH:11][C:6]=1[CH2:5][CH2:4][C:3]([OH:34])=[O:2]. The catalyst class is: 54. (6) Reactant: [CH3:1][C:2]1[C:6]([C:7]2[CH:8]=[C:9]3[C:13](=[CH:14][CH:15]=2)[NH:12][C:11](=[O:16])[CH:10]3[C:17]2[CH:22]=[CH:21][CH:20]=[CH:19][CH:18]=2)=[C:5]([CH3:23])[O:4][N:3]=1.Br[CH2:25][CH2:26][CH2:27][OH:28].[I-].[K+].C(=O)([O-])[O-].[K+].[K+]. Product: [CH3:1][C:2]1[C:6]([C:7]2[CH:8]=[C:9]3[C:13](=[CH:14][CH:15]=2)[NH:12][C:11](=[O:16])[C:10]3([CH2:25][CH2:26][CH2:27][OH:28])[C:17]2[CH:18]=[CH:19][CH:20]=[CH:21][CH:22]=2)=[C:5]([CH3:23])[O:4][N:3]=1. The catalyst class is: 56.